This data is from Reaction yield outcomes from USPTO patents with 853,638 reactions. The task is: Predict the reaction yield, written as a fraction of the theoretical maximum amount of product (1.0 means a 100% yield; for example, 0.34 means a 34% yield). (1) The reactants are Br[C:2]1[S:3][C:4]([NH:32]C(OC(C)(C)C)=O)=[C:5]([C:7]([NH:9][C:10]2[CH:11]=[N:12][N:13]([CH3:31])[C:14]=2[N:15]2[CH2:21][C:20]([F:23])([F:22])[CH2:19][N:18](C(OC(C)(C)C)=O)[CH2:17][CH2:16]2)=[O:8])[N:6]=1.[F:40][C:41]1[CH:46]=[CH:45][C:44]([F:47])=[CH:43][C:42]=1B(O)O. No catalyst specified. The product is [NH2:32][C:4]1[S:3][C:2]([C:45]2[CH:46]=[C:41]([F:40])[CH:42]=[CH:43][C:44]=2[F:47])=[N:6][C:5]=1[C:7]([NH:9][C:10]1[CH:11]=[N:12][N:13]([CH3:31])[C:14]=1[N:15]1[CH2:21][C:20]([F:23])([F:22])[CH2:19][NH:18][CH2:17][CH2:16]1)=[O:8]. The yield is 0.280. (2) The reactants are [NH2:1][C:2]1[CH:3]=[C:4](/[CH:8]=[CH:9]/[C:10]2[CH:11]=[C:12]([NH:18][C:19]3[C:24]([Cl:25])=[CH:23][N:22]=[C:21]([Cl:26])[N:20]=3)[CH:13]=[CH:14][C:15]=2[O:16][CH3:17])[CH:5]=[N:6][CH:7]=1.O1CCCC1.C([O-])(=O)C.[Na+]. The catalyst is COCCOC.O.C(OCC)(=O)C. The product is [NH2:1][C:2]1[CH:3]=[C:4]([CH2:8][CH2:9][C:10]2[CH:11]=[C:12]([NH:18][C:19]3[C:24]([Cl:25])=[CH:23][N:22]=[C:21]([Cl:26])[N:20]=3)[CH:13]=[CH:14][C:15]=2[O:16][CH3:17])[CH:5]=[N:6][CH:7]=1. The yield is 0.770. (3) The reactants are [C:1]([O:5][C:6]([NH:8][C:9]1[C:10]([C:14]([OH:16])=O)=[N:11][NH:12][CH:13]=1)=[O:7])([CH3:4])([CH3:3])[CH3:2].[N:17]1([C:23]2[C:24]([CH3:31])=[C:25]([NH2:30])[C:26]([NH2:29])=[CH:27][CH:28]=2)[CH2:22][CH2:21][O:20][CH2:19][CH2:18]1.ON1C2C=CC=CC=2N=N1.CN(C)CCCN=C=NCC. The catalyst is CN(C=O)C. The product is [C:1]([O:5][C:6](=[O:7])[NH:8][C:9]1[C:10]([C:14](=[O:16])[NH:30][C:25]2[CH:24]=[CH:31][C:28]([CH2:23][N:17]3[CH2:18][CH2:19][O:20][CH2:21][CH2:22]3)=[CH:27][C:26]=2[NH2:29])=[N:11][NH:12][CH:13]=1)([CH3:2])([CH3:3])[CH3:4]. The yield is 0.886. (4) The reactants are [CH3:1][O:2][C:3]1[CH:4]=[C:5]([CH:7]=[CH:8][C:9]=1[C:10]1[O:14][CH:13]=[N:12][CH:11]=1)[NH2:6].[Br:15][C:16]1[S:20][C:19]([CH:21]=O)=[CH:18][CH:17]=1. No catalyst specified. The product is [Br:15][C:16]1[S:20][C:19]([CH2:21][NH:6][C:5]2[CH:7]=[CH:8][C:9]([C:10]3[O:14][CH:13]=[N:12][CH:11]=3)=[C:3]([O:2][CH3:1])[CH:4]=2)=[CH:18][CH:17]=1. The yield is 0.562. (5) The reactants are [N:1]1([C:10]2[S:14][C:13]([C:15]([OH:17])=O)=[C:12]([N:18]([C:30]([O:32][CH2:33][C:34]3[CH:39]=[CH:38][CH:37]=[CH:36][CH:35]=3)=[O:31])[CH2:19][C:20]3[CH:25]=[CH:24][CH:23]=[CH:22][C:21]=3[C:26]([F:29])([F:28])[F:27])[CH:11]=2)[C:5]2[CH:6]=[CH:7][CH:8]=[CH:9][C:4]=2[N:3]=[CH:2]1.[Cl-].[NH4+].C[N:43]1CCOCC1.ON1C2C=CC=CC=2N=N1.Cl.CN(C)CCCN=C=NCC.Cl. The catalyst is C(OCC)(=O)C.CN(C)C=O. The product is [NH2:43][C:15]([C:13]1[S:14][C:10]([N:1]2[C:5]3[CH:6]=[CH:7][CH:8]=[CH:9][C:4]=3[N:3]=[CH:2]2)=[CH:11][C:12]=1[N:18]([CH2:19][C:20]1[CH:25]=[CH:24][CH:23]=[CH:22][C:21]=1[C:26]([F:27])([F:29])[F:28])[C:30](=[O:31])[O:32][CH2:33][C:34]1[CH:35]=[CH:36][CH:37]=[CH:38][CH:39]=1)=[O:17]. The yield is 0.860. (6) The reactants are [F:1][C:2]1[CH:11]=[C:10]2[C:5]([C:6]([OH:12])=[N:7][CH:8]=[N:9]2)=[CH:4][CH:3]=1.[N+:13]([O-])([OH:15])=[O:14]. The catalyst is OS(O)(=O)=O. The product is [F:1][C:2]1[CH:11]=[C:10]2[C:5]([C:6]([OH:12])=[N:7][CH:8]=[N:9]2)=[CH:4][C:3]=1[N+:13]([O-:15])=[O:14]. The yield is 0.380. (7) The reactants are [CH2:1]([S:3][C:4]1[N:5]([CH2:12][C:13]2[CH:18]=[CH:17][C:16]([C:19]3[C:20]([C:25]#[N:26])=[CH:21][CH:22]=[CH:23][CH:24]=3)=[CH:15][CH:14]=2)[C:6](=[O:11])[CH:7]=[C:8]([CH3:10])[N:9]=1)[CH3:2].C([O-])(=O)C.[Na+].[Br:32]Br. The catalyst is C(O)(=O)C.C(OCC)(=O)C. The product is [Br:32][C:7]1[C:6](=[O:11])[N:5]([CH2:12][C:13]2[CH:18]=[CH:17][C:16]([C:19]3[C:20]([C:25]#[N:26])=[CH:21][CH:22]=[CH:23][CH:24]=3)=[CH:15][CH:14]=2)[C:4]([S:3][CH2:1][CH3:2])=[N:9][C:8]=1[CH3:10]. The yield is 0.990. (8) The reactants are [CH3:1][CH:2]([CH3:31])[CH2:3][CH:4]([NH:21][C:22]1[CH:23]=[N:24][C:25]([C:28](O)=[O:29])=[N:26][CH:27]=1)[C:5]1[CH:10]=[CH:9][C:8]([C:11]2[CH:16]=[CH:15][C:14]([C:17]([F:20])([F:19])[F:18])=[CH:13][CH:12]=2)=[CH:7][CH:6]=1.Cl.CN(C)CCCN=C=NCC.Cl.[CH2:45]([O:47][C:48](=[O:52])[CH2:49][CH2:50][NH2:51])[CH3:46].C(N(CC)CC)C. The catalyst is ClCCl. The product is [CH2:45]([O:47][C:48](=[O:52])[CH2:49][CH2:50][NH:51][C:28]([C:25]1[N:26]=[CH:27][C:22]([NH:21][CH:4]([C:5]2[CH:6]=[CH:7][C:8]([C:11]3[CH:16]=[CH:15][C:14]([C:17]([F:18])([F:20])[F:19])=[CH:13][CH:12]=3)=[CH:9][CH:10]=2)[CH2:3][CH:2]([CH3:31])[CH3:1])=[CH:23][N:24]=1)=[O:29])[CH3:46]. The yield is 0.940. (9) The reactants are [NH:1]1[CH:5]=[CH:4][CH:3]=[N:2]1.[H-].[Na+].[Cl:8][C:9]1[CH:10]=[C:11]([C:16]2([C:30]([F:33])([F:32])[F:31])[O:20][N:19]=[C:18]([C:21]3[CH:22]=[CH:23][C:24](F)=[C:25]([CH:28]=3)[C:26]#[N:27])[CH2:17]2)[CH:12]=[C:13]([Cl:15])[CH:14]=1.O. The catalyst is CN(C=O)C.C(OCC)(=O)C. The product is [Cl:8][C:9]1[CH:10]=[C:11]([C:16]2([C:30]([F:32])([F:31])[F:33])[O:20][N:19]=[C:18]([C:21]3[CH:22]=[CH:23][C:24]([N:1]4[CH:5]=[CH:4][CH:3]=[N:2]4)=[C:25]([CH:28]=3)[C:26]#[N:27])[CH2:17]2)[CH:12]=[C:13]([Cl:15])[CH:14]=1. The yield is 0.570. (10) The reactants are I[C:2]1[C:6]2[C:7]([NH:11][CH2:12][C:13]([F:16])([F:15])[F:14])=[N:8][CH:9]=[CH:10][C:5]=2[N:4](CC2C=CC(OC)=CC=2)[N:3]=1.Cl[C:27]1[C:32]2C(I)=NN(CC3C=CC(OC)=CC=3)[C:31]=2[CH:30]=[CH:29][N:28]=1.Cl.FC(F)(F)CN.CCN(C(C)C)C(C)C. The catalyst is CCCCO. The product is [N:28]1[CH:29]=[CH:30][CH:31]=[CH:32][C:27]=1[C:2]1[C:6]2[C:7]([NH:11][CH2:12][C:13]([F:14])([F:15])[F:16])=[N:8][CH:9]=[CH:10][C:5]=2[NH:4][N:3]=1. The yield is 0.250.